From a dataset of NCI-60 drug combinations with 297,098 pairs across 59 cell lines. Regression. Given two drug SMILES strings and cell line genomic features, predict the synergy score measuring deviation from expected non-interaction effect. (1) Drug 2: C1=NC2=C(N=C(N=C2N1C3C(C(C(O3)CO)O)O)F)N. Synergy scores: CSS=10.1, Synergy_ZIP=-8.90, Synergy_Bliss=-12.9, Synergy_Loewe=-33.2, Synergy_HSA=-12.8. Cell line: HCC-2998. Drug 1: CN(C)N=NC1=C(NC=N1)C(=O)N. (2) Drug 1: C1CC(=O)NC(=O)C1N2CC3=C(C2=O)C=CC=C3N. Drug 2: CC1=C(N=C(N=C1N)C(CC(=O)N)NCC(C(=O)N)N)C(=O)NC(C(C2=CN=CN2)OC3C(C(C(C(O3)CO)O)O)OC4C(C(C(C(O4)CO)O)OC(=O)N)O)C(=O)NC(C)C(C(C)C(=O)NC(C(C)O)C(=O)NCCC5=NC(=CS5)C6=NC(=CS6)C(=O)NCCC[S+](C)C)O. Cell line: SK-OV-3. Synergy scores: CSS=7.67, Synergy_ZIP=-1.08, Synergy_Bliss=0.163, Synergy_Loewe=0.319, Synergy_HSA=1.45. (3) Drug 1: CN1CCC(CC1)COC2=C(C=C3C(=C2)N=CN=C3NC4=C(C=C(C=C4)Br)F)OC. Drug 2: C1CN1P(=S)(N2CC2)N3CC3. Cell line: HCT116. Synergy scores: CSS=21.0, Synergy_ZIP=-9.75, Synergy_Bliss=-2.83, Synergy_Loewe=-8.16, Synergy_HSA=-3.31. (4) Drug 1: CC(CN1CC(=O)NC(=O)C1)N2CC(=O)NC(=O)C2. Drug 2: C1=C(C(=O)NC(=O)N1)N(CCCl)CCCl. Cell line: MDA-MB-231. Synergy scores: CSS=31.5, Synergy_ZIP=-1.00, Synergy_Bliss=0.487, Synergy_Loewe=1.53, Synergy_HSA=4.40. (5) Cell line: K-562. Synergy scores: CSS=25.3, Synergy_ZIP=1.25, Synergy_Bliss=-0.0999, Synergy_Loewe=-18.5, Synergy_HSA=-2.92. Drug 1: CCN(CC)CCNC(=O)C1=C(NC(=C1C)C=C2C3=C(C=CC(=C3)F)NC2=O)C. Drug 2: C1CCC(C(C1)N)N.C(=O)(C(=O)[O-])[O-].[Pt+4]. (6) Drug 1: CC1C(C(=O)NC(C(=O)N2CCCC2C(=O)N(CC(=O)N(C(C(=O)O1)C(C)C)C)C)C(C)C)NC(=O)C3=C4C(=C(C=C3)C)OC5=C(C(=O)C(=C(C5=N4)C(=O)NC6C(OC(=O)C(N(C(=O)CN(C(=O)C7CCCN7C(=O)C(NC6=O)C(C)C)C)C)C(C)C)C)N)C. Drug 2: CC1=C(C(=O)C2=C(C1=O)N3CC4C(C3(C2COC(=O)N)OC)N4)N. Cell line: ACHN. Synergy scores: CSS=58.7, Synergy_ZIP=-4.39, Synergy_Bliss=-5.04, Synergy_Loewe=-6.37, Synergy_HSA=-3.04. (7) Drug 1: CC12CCC(CC1=CCC3C2CCC4(C3CC=C4C5=CN=CC=C5)C)O. Drug 2: CC1=C(N=C(N=C1N)C(CC(=O)N)NCC(C(=O)N)N)C(=O)NC(C(C2=CN=CN2)OC3C(C(C(C(O3)CO)O)O)OC4C(C(C(C(O4)CO)O)OC(=O)N)O)C(=O)NC(C)C(C(C)C(=O)NC(C(C)O)C(=O)NCCC5=NC(=CS5)C6=NC(=CS6)C(=O)NCCC[S+](C)C)O. Cell line: UO-31. Synergy scores: CSS=36.4, Synergy_ZIP=13.0, Synergy_Bliss=13.3, Synergy_Loewe=14.0, Synergy_HSA=15.2.